From a dataset of Reaction yield outcomes from USPTO patents with 853,638 reactions. Predict the reaction yield, written as a fraction of the theoretical maximum amount of product (1.0 means a 100% yield; for example, 0.34 means a 34% yield). (1) The product is [CH3:18][C:19]1[N:20]=[CH:21][N:22]([C:25]2[CH:26]=[C:27]([NH:28][C:15]([C:9]3[C:10]4[NH:11][C:12]5[C:4](=[CH:3][C:2]([F:1])=[CH:14][CH:13]=5)[C:5]=4[CH:6]=[CH:7][CH:8]=3)=[O:17])[CH:29]=[CH:30][CH:31]=2)[C:23]=1[CH3:24]. The reactants are [F:1][C:2]1[CH:3]=[C:4]2[C:12](=[CH:13][CH:14]=1)[NH:11][C:10]1[C:9]([C:15]([OH:17])=O)=[CH:8][CH:7]=[CH:6][C:5]2=1.[CH3:18][C:19]1[N:20]=[CH:21][N:22]([C:25]2[CH:26]=[C:27]([CH:29]=[CH:30][CH:31]=2)[NH2:28])[C:23]=1[CH3:24].Cl.C(N=C=NCCCN(C)C)C. The yield is 0.537. The catalyst is ClCCl.CN(C)C1C=CN=CC=1. (2) The reactants are [C:1]1(=O)[CH2:6][CH2:5][CH2:4][CH2:3][CH2:2]1.[Br:8][C:9]1[CH:14]=[CH:13][C:12]([C:15]([C:17]2[CH:22]=[CH:21][C:20]([OH:23])=[CH:19][C:18]=2[CH3:24])=O)=[CH:11][CH:10]=1.C([O-])([O-])=O.[K+].[K+]. The catalyst is C1COCC1.[Zn].Cl[Ti](Cl)(Cl)Cl. The product is [Br:8][C:9]1[CH:14]=[CH:13][C:12]([C:15](=[C:1]2[CH2:6][CH2:5][CH2:4][CH2:3][CH2:2]2)[C:17]2[CH:22]=[CH:21][C:20]([OH:23])=[CH:19][C:18]=2[CH3:24])=[CH:11][CH:10]=1. The yield is 0.810. (3) The reactants are [NH2:1][C:2]1[CH:9]=[CH:8][C:5]([C:6]#[N:7])=[C:4]([CH3:10])[N:3]=1.[C:11](N1C=CC=CC1=O)(N1C=CC=CC1=O)=[S:12]. The catalyst is ClCCl. The product is [N:1]([C:2]1[CH:9]=[CH:8][C:5]([C:6]#[N:7])=[C:4]([CH3:10])[N:3]=1)=[C:11]=[S:12]. The yield is 0.960. (4) The reactants are [F:1][C:2]([F:18])([F:17])[C:3]1[CH:8]=[CH:7][C:6]([NH:9][C@@H:10]([C:14](O)=[O:15])[CH:11]([CH3:13])[CH3:12])=[CH:5][CH:4]=1.C(N(CC)CC)C.ClC(OCC)=O.[BH4-].[Na+]. The catalyst is O1CCCC1. The product is [CH3:12][CH:11]([CH3:13])[C@@H:10]([NH:9][C:6]1[CH:7]=[CH:8][C:3]([C:2]([F:1])([F:17])[F:18])=[CH:4][CH:5]=1)[CH2:14][OH:15]. The yield is 0.470. (5) The reactants are [Na:1].[CH3:2][C:3]1[C:4]([CH2:22][S:23]([C:25]2[NH:29][C:28]3[CH:30]=[CH:31][CH:32]=[CH:33][C:27]=3[N:26]=2)=[O:24])=[N:5][CH:6]=[CH:7][C:8]=1[O:9][CH2:10]C1(C)OCC2(OCCO2)CO1.[CH3:34][C:35]1([CH2:45]CO)[O:44][CH2:43][C:38]2([O:42][CH2:41][CH2:40][O:39]2)[CH2:37][O:36]1.N1C2C=[C:54]3[O:60]CC[O:57][C:55]3=CC=2N=C1S. No catalyst specified. The product is [Na:1].[CH3:2][C:3]1[C:4]([CH2:22][S:23]([C:25]2[NH:29][C:28]3[CH:30]=[C:31]4[O:60][CH2:54][CH2:55][O:57][C:32]4=[CH:33][C:27]=3[N:26]=2)=[O:24])=[N:5][CH:6]=[CH:7][C:8]=1[O:9][CH2:10][CH2:45][C:35]1([CH3:34])[O:36][CH2:37][C:38]2([O:39][CH2:40][CH2:41][O:42]2)[CH2:43][O:44]1. The yield is 0.0920. (6) The reactants are [C:1]([O:5][C:6]([N:8]1[CH2:13][CH2:12][CH:11]([C:14]2[CH:19]=[C:18]([F:20])[C:17]([O:21]CC3C=CC=CC=3)=[CH:16][C:15]=2[O:29]CC2C=CC=CC=2)[CH2:10][CH2:9]1)=[O:7])([CH3:4])([CH3:3])[CH3:2].CO. The catalyst is C(OCC)(=O)C.[Pd]. The product is [C:1]([O:5][C:6]([N:8]1[CH2:9][CH:10]=[C:11]([C:14]2[CH:19]=[C:18]([F:20])[C:17]([OH:21])=[CH:16][C:15]=2[OH:29])[CH2:12][CH2:13]1)=[O:7])([CH3:4])([CH3:2])[CH3:3]. The yield is 1.00. (7) The reactants are [CH3:1][O:2][CH2:3][CH2:4][O:5][CH2:6][CH2:7][N:8]1[C:20]2[CH:19]=[CH:18][C:17]([CH:21]=O)=[CH:16][C:15]=2[C:14]2[C:9]1=[CH:10][CH:11]=[CH:12][CH:13]=2.[I-:23].[CH3:24][N+:25]1[C:34]2[C:29](=[CH:30][CH:31]=[CH:32][CH:33]=2)[C:28]([CH3:35])=[CH:27][CH:26]=1.N1CCCCC1. The catalyst is C(O)C. The product is [I-:23].[CH3:1][O:2][CH2:3][CH2:4][O:5][CH2:6][CH2:7][N:8]1[C:20]2[CH:19]=[CH:18][C:17](/[CH:21]=[CH:35]/[C:28]3[C:29]4[C:34](=[CH:33][CH:32]=[CH:31][CH:30]=4)[N+:25]([CH3:24])=[CH:26][CH:27]=3)=[CH:16][C:15]=2[C:14]2[C:9]1=[CH:10][CH:11]=[CH:12][CH:13]=2. The yield is 0.560. (8) The reactants are [N+:1]([C:4]1[CH:12]=[C:11]2[C:7]([CH:8]=[CH:9][NH:10]2)=[CH:6][CH:5]=1)([O-:3])=[O:2].CCN(C(C)C)C(C)C.[C:22](Br)([CH3:25])([CH3:24])[CH3:23]. The catalyst is CCCC[N+](CCCC)(CCCC)CCCC.[I-].C1(C)C=CC=CC=1.[O-]S(C(F)(F)F)(=O)=O.[Zn+2].[O-]S(C(F)(F)F)(=O)=O. The product is [C:22]([C:8]1[C:7]2[C:11](=[CH:12][C:4]([N+:1]([O-:3])=[O:2])=[CH:5][CH:6]=2)[NH:10][CH:9]=1)([CH3:25])([CH3:24])[CH3:23]. The yield is 0.190. (9) The reactants are [N:1]1[CH:6]=[CH:5][CH:4]=[CH:3][C:2]=1[CH2:7][CH2:8][CH2:9][CH2:10][C:11]([OH:13])=O.S(Cl)(Cl)=O.Cl.[NH2:19][C:20]1[C:28]([OH:29])=[C:27]2[C:23]([CH2:24][CH2:25][CH:26]2[CH2:30][CH2:31][NH:32][C:33](=[O:35])[CH3:34])=[CH:22][CH:21]=1.O. The catalyst is N1C=CC=CC=1.C(OCC)(=O)C. The product is [C:33]([NH:32][CH2:31][CH2:30][CH:26]1[C:27]2[C:23](=[CH:22][CH:21]=[C:20]([NH:19][C:11](=[O:13])[CH2:10][CH2:9][CH2:8][CH2:7][C:2]3[CH:3]=[CH:4][CH:5]=[CH:6][N:1]=3)[C:28]=2[OH:29])[CH2:24][CH2:25]1)(=[O:35])[CH3:34]. The yield is 0.260. (10) The reactants are [C:1]([O:5][C:6]([NH:8][C@@H:9]([C:13]([CH3:16])([CH3:15])[CH3:14])[C:10]([OH:12])=O)=[O:7])([CH3:4])([CH3:3])[CH3:2].[CH2:17](Cl)[CH2:18]Cl.N1[C:29]2C(=N[CH:26]=[CH:27][CH:28]=2)N(O)N=1.C[N:32]1[CH2:37][CH2:36][O:35][CH2:34][CH2:33]1. The catalyst is CN(C=O)C.C(OCC)(=O)C.[Cl-].[Na+].O. The product is [OH:35][CH2:36][C@@H:37]1[CH2:18][C:17]2[C:34](=[CH:26][CH:27]=[CH:28][CH:29]=2)[CH2:33][N:32]1[C:10](=[O:12])[C@@H:9]([NH:8][C:6](=[O:7])[O:5][C:1]([CH3:2])([CH3:3])[CH3:4])[C:13]([CH3:16])([CH3:15])[CH3:14]. The yield is 0.640.